Dataset: Reaction yield outcomes from USPTO patents with 853,638 reactions. Task: Predict the reaction yield, written as a fraction of the theoretical maximum amount of product (1.0 means a 100% yield; for example, 0.34 means a 34% yield). The reactants are [F:1][C:2]1[CH:3]=[C:4]([C:10]2[C:15]([C:16]3[CH:21]=[CH:20][C:19]([O:22][CH3:23])=[C:18]([F:24])[CH:17]=3)=[N:14][NH:13][C:12](=[O:25])[CH:11]=2)[CH:5]=[CH:6][C:7]=1[O:8][CH3:9].[CH2:26](I)[CH3:27]. No catalyst specified. The product is [F:1][C:2]1[CH:3]=[C:4]([C:10]2[C:15]([C:16]3[CH:21]=[CH:20][C:19]([O:22][CH3:23])=[C:18]([F:24])[CH:17]=3)=[N:14][N:13]([CH2:26][CH3:27])[C:12](=[O:25])[CH:11]=2)[CH:5]=[CH:6][C:7]=1[O:8][CH3:9]. The yield is 0.972.